Binary Classification. Given a T-cell receptor sequence (or CDR3 region) and an epitope sequence, predict whether binding occurs between them. From a dataset of TCR-epitope binding with 47,182 pairs between 192 epitopes and 23,139 TCRs. (1) The epitope is ILGLPTQTV. The TCR CDR3 sequence is CASSSTGYNEQFF. Result: 1 (the TCR binds to the epitope). (2) The epitope is NLVPMVATV. The TCR CDR3 sequence is CASSSGTSYNEQFF. Result: 1 (the TCR binds to the epitope). (3) The epitope is VLWAHGFEL. The TCR CDR3 sequence is CAISPGQDPTEAFF. Result: 1 (the TCR binds to the epitope). (4) The epitope is RAKFKQLL. The TCR CDR3 sequence is CASSYVGGPGDTQYF. Result: 0 (the TCR does not bind to the epitope). (5) The epitope is QASQEVKNW. The TCR CDR3 sequence is CASSLTRTDTQYF. Result: 0 (the TCR does not bind to the epitope). (6) The epitope is YSEHPTFTSQY. The TCR CDR3 sequence is CASSSPRLAGGPSGTGELFF. Result: 1 (the TCR binds to the epitope). (7) The epitope is LLQTGIHVRVSQPSL. The TCR CDR3 sequence is CASGQSEKLFF. Result: 1 (the TCR binds to the epitope). (8) The epitope is ILGLPTQTV. The TCR CDR3 sequence is CASSPPGVGEAFF. Result: 1 (the TCR binds to the epitope). (9) The epitope is ALLADKFPV. The TCR CDR3 sequence is CASSPGGTVYNEQFF. Result: 0 (the TCR does not bind to the epitope). (10) The epitope is TPINLVRDL. The TCR CDR3 sequence is CASSAYRDHEQYF. Result: 1 (the TCR binds to the epitope).